Task: Predict the product of the given reaction.. Dataset: Forward reaction prediction with 1.9M reactions from USPTO patents (1976-2016) The product is: [CH:31]([C:30]1[N:27]=[C:26]([N:23]2[CH2:24][CH2:25][CH:20]([C@H:18]3[O:17][C:14]4=[CH:15][N:16]=[C:11]([C:8]5[CH2:9][CH2:10][N:5]([S:2]([CH3:1])(=[O:4])=[O:3])[CH2:6][CH:7]=5)[CH:12]=[C:13]4[CH2:19]3)[CH2:21][CH2:22]2)[O:28][N:29]=1)([CH3:33])[CH3:32]. Given the reactants [CH3:1][S:2]([N:5]1[CH2:10][CH:9]=[C:8]([C:11]2[CH:12]=[C:13]3[CH2:19][C@@H:18]([CH:20]4[CH2:25][CH2:24][N:23]([C:26]#[N:27])[CH2:22][CH2:21]4)[O:17][C:14]3=[CH:15][N:16]=2)[CH2:7][CH2:6]1)(=[O:4])=[O:3].[OH:28][NH:29][C:30](=N)[CH:31]([CH3:33])[CH3:32], predict the reaction product.